Dataset: Forward reaction prediction with 1.9M reactions from USPTO patents (1976-2016). Task: Predict the product of the given reaction. (1) Given the reactants Cl[C:2]1[N:7]=[C:6]([Cl:8])[N:5]=[C:4]2[N:9]([CH2:12][C:13]3[CH:18]=[CH:17][CH:16]=[CH:15][C:14]=3[C:19]([F:22])([F:21])[F:20])[N:10]=[CH:11][C:3]=12.Cl.[F:24][C:25]1([F:30])[CH2:29][CH2:28][NH:27][CH2:26]1.CCN(C(C)C)C(C)C, predict the reaction product. The product is: [Cl:8][C:6]1[N:5]=[C:4]2[N:9]([CH2:12][C:13]3[CH:18]=[CH:17][CH:16]=[CH:15][C:14]=3[C:19]([F:22])([F:21])[F:20])[N:10]=[CH:11][C:3]2=[C:2]([N:27]2[CH2:28][CH2:29][C:25]([F:30])([F:24])[CH2:26]2)[N:7]=1. (2) Given the reactants [CH2:1]([O:8][CH2:9][CH2:10][C:11]1[N:16]=[CH:15][C:14]([CH:17]2[CH2:22][CH2:21][N:20](C(OC(C)(C)C)=O)[CH2:19][CH:18]2[O:30][CH2:31][C:32]2[CH:41]=[CH:40][C:39]3[C:34](=[CH:35][CH:36]=[CH:37][CH:38]=3)[CH:33]=2)=[CH:13][CH:12]=1)[C:2]1[CH:7]=[CH:6][CH:5]=[CH:4][CH:3]=1, predict the reaction product. The product is: [CH2:1]([O:8][CH2:9][CH2:10][C:11]1[N:16]=[CH:15][C:14]([CH:17]2[CH2:22][CH2:21][NH:20][CH2:19][CH:18]2[O:30][CH2:31][C:32]2[CH:41]=[CH:40][C:39]3[C:34](=[CH:35][CH:36]=[CH:37][CH:38]=3)[CH:33]=2)=[CH:13][CH:12]=1)[C:2]1[CH:7]=[CH:6][CH:5]=[CH:4][CH:3]=1. (3) Given the reactants C([O:3][CH:4](OCC)[C:5]1[N:9]([CH3:10])[N:8]=[C:7]([CH2:11][CH3:12])[N:6]=1)C.[ClH:16], predict the reaction product. The product is: [OH2:3].[ClH:16].[CH2:11]([C:7]1[N:6]=[C:5]([CH:4]=[O:3])[N:9]([CH3:10])[N:8]=1)[CH3:12]. (4) Given the reactants CO[C:3]([C:5]1[NH:6][N:7]=[C:8]([O:10][CH2:11][C:12]2[C:13]([CH2:18][CH2:19][CH2:20][CH3:21])=[N:14][O:15][C:16]=2[CH3:17])[CH:9]=1)=[O:4].[NH2:22][N:23]1[CH2:28][CH2:27][O:26][CH2:25][CH2:24]1, predict the reaction product. The product is: [N:23]1([NH:22][C:3]([C:5]2[NH:6][N:7]=[C:8]([O:10][CH2:11][C:12]3[C:13]([CH2:18][CH2:19][CH2:20][CH3:21])=[N:14][O:15][C:16]=3[CH3:17])[CH:9]=2)=[O:4])[CH2:28][CH2:27][O:26][CH2:25][CH2:24]1. (5) The product is: [Br:1][C:2]1[CH:11]=[C:10]2[C:5]([CH2:6][CH2:7][N:8]([C:17](=[O:36])[C:18]([N:20]([C:32]([CH3:34])([CH3:35])[CH3:33])[CH2:21][CH2:22][CH2:23][CH2:24][C:25]#[C:26][C:27]3[S:31][CH:30]=[N:29][CH:28]=3)=[O:19])[CH:9]2[C:12]([OH:14])=[O:13])=[CH:4][C:3]=1[O:37][CH3:38]. Given the reactants [Br:1][C:2]1[CH:11]=[C:10]2[C:5]([CH2:6][CH2:7][N:8]([C:17](=[O:36])[C:18]([N:20]([C:32]([CH3:35])([CH3:34])[CH3:33])[CH2:21][CH2:22][CH2:23][CH2:24][C:25]#[C:26][C:27]3[S:31][CH:30]=[N:29][CH:28]=3)=[O:19])[CH:9]2[C:12]([O:14]CC)=[O:13])=[CH:4][C:3]=1[O:37][CH3:38].[OH-].[K+].Cl, predict the reaction product. (6) Given the reactants Cl.[CH3:2][C:3]1[S:12][C:11]2[NH:10][C:9]3[CH:13]=[CH:14][CH:15]=[CH:16][C:8]=3[N:7]=[C:6]([NH2:17])[C:5]=2[CH:4]=1.[Cl:18][C:19]1[CH:20]=[C:21]([CH2:25][CH2:26][C@H:27]2[CH2:32]N[CH2:30][CH2:29][NH:28]2)[CH:22]=[CH:23][CH:24]=1.C(N(CC)C(C)C)(C)C.CS(C)=O, predict the reaction product. The product is: [Cl:18][C:19]1[CH:20]=[C:21]([CH2:25][CH2:26][C@@H:27]2[NH:28][CH2:29][CH2:30][N:17]([C:6]3[C:5]4[CH:4]=[C:3]([CH3:2])[S:12][C:11]=4[NH:10][C:9]4[CH:13]=[CH:14][CH:15]=[CH:16][C:8]=4[N:7]=3)[CH2:32]2)[CH:22]=[CH:23][CH:24]=1.